From a dataset of NCI-60 drug combinations with 297,098 pairs across 59 cell lines. Regression. Given two drug SMILES strings and cell line genomic features, predict the synergy score measuring deviation from expected non-interaction effect. (1) Cell line: A498. Synergy scores: CSS=27.7, Synergy_ZIP=-8.45, Synergy_Bliss=-1.56, Synergy_Loewe=-28.3, Synergy_HSA=-1.53. Drug 2: CN(CC1=CN=C2C(=N1)C(=NC(=N2)N)N)C3=CC=C(C=C3)C(=O)NC(CCC(=O)O)C(=O)O. Drug 1: CCN(CC)CCNC(=O)C1=C(NC(=C1C)C=C2C3=C(C=CC(=C3)F)NC2=O)C. (2) Drug 2: CC12CCC3C(C1CCC2O)C(CC4=C3C=CC(=C4)O)CCCCCCCCCS(=O)CCCC(C(F)(F)F)(F)F. Drug 1: CCC(=C(C1=CC=CC=C1)C2=CC=C(C=C2)OCCN(C)C)C3=CC=CC=C3.C(C(=O)O)C(CC(=O)O)(C(=O)O)O. Synergy scores: CSS=10.7, Synergy_ZIP=-2.05, Synergy_Bliss=0.952, Synergy_Loewe=-1.89, Synergy_HSA=0.755. Cell line: NCI-H322M. (3) Drug 1: C1CN1P(=S)(N2CC2)N3CC3. Drug 2: C1=NC2=C(N=C(N=C2N1C3C(C(C(O3)CO)O)F)Cl)N. Cell line: M14. Synergy scores: CSS=14.7, Synergy_ZIP=-3.39, Synergy_Bliss=1.44, Synergy_Loewe=-6.63, Synergy_HSA=2.48. (4) Drug 1: CN(C)C1=NC(=NC(=N1)N(C)C)N(C)C. Drug 2: CC(C)CN1C=NC2=C1C3=CC=CC=C3N=C2N. Cell line: MALME-3M. Synergy scores: CSS=-1.99, Synergy_ZIP=2.98, Synergy_Bliss=4.28, Synergy_Loewe=0.500, Synergy_HSA=-1.77. (5) Drug 1: C1CC(=O)NC(=O)C1N2CC3=C(C2=O)C=CC=C3N. Drug 2: CCC1(CC2CC(C3=C(CCN(C2)C1)C4=CC=CC=C4N3)(C5=C(C=C6C(=C5)C78CCN9C7C(C=CC9)(C(C(C8N6C=O)(C(=O)OC)O)OC(=O)C)CC)OC)C(=O)OC)O.OS(=O)(=O)O. Cell line: ACHN. Synergy scores: CSS=1.33, Synergy_ZIP=0.0687, Synergy_Bliss=0.221, Synergy_Loewe=-0.515, Synergy_HSA=-0.776. (6) Drug 1: CS(=O)(=O)C1=CC(=C(C=C1)C(=O)NC2=CC(=C(C=C2)Cl)C3=CC=CC=N3)Cl. Drug 2: CN1C(=O)N2C=NC(=C2N=N1)C(=O)N. Cell line: RXF 393. Synergy scores: CSS=4.18, Synergy_ZIP=-2.19, Synergy_Bliss=-7.07, Synergy_Loewe=-14.7, Synergy_HSA=-8.65. (7) Drug 1: CC1=CC=C(C=C1)C2=CC(=NN2C3=CC=C(C=C3)S(=O)(=O)N)C(F)(F)F. Drug 2: C1C(C(OC1N2C=NC3=C(N=C(N=C32)Cl)N)CO)O. Cell line: SK-OV-3. Synergy scores: CSS=11.5, Synergy_ZIP=-4.28, Synergy_Bliss=-1.02, Synergy_Loewe=-12.8, Synergy_HSA=-2.54.